This data is from Reaction yield outcomes from USPTO patents with 853,638 reactions. The task is: Predict the reaction yield, written as a fraction of the theoretical maximum amount of product (1.0 means a 100% yield; for example, 0.34 means a 34% yield). (1) The reactants are [NH:1]1[C:5]2[CH:6]=[CH:7][C:8]([C:10]([OH:12])=O)=[CH:9][C:4]=2[N:3]=[CH:2]1.[CH2:13]1[C@@H:22]2[C@H:17]([CH2:18][CH2:19][C:20]3[CH:26]=[CH:25][C:24]([C:27]#[N:28])=[CH:23][C:21]=32)[NH:16][CH2:15][CH2:14]1. No catalyst specified. The product is [NH:1]1[C:5]2[CH:6]=[CH:7][C:8]([C:10]([N:16]3[C@@H:17]4[C@H:22]([C:21]5[CH:23]=[C:24]([C:27]#[N:28])[CH:25]=[CH:26][C:20]=5[CH2:19][CH2:18]4)[CH2:13][CH2:14][CH2:15]3)=[O:12])=[CH:9][C:4]=2[N:3]=[CH:2]1. The yield is 0.180. (2) The reactants are [C:1]1([C@H:13]2[CH2:18][CH2:17][C@H:16]([CH:19]=O)[CH2:15][CH2:14]2)[N:2]=[N:3][N:4]2[C:9]=1[C:8]1[CH:10]=[CH:11][NH:12][C:7]=1[N:6]=[CH:5]2.[C:21]1(C2CCC(=O)CC2)[N:22]=NN2[C:29]=1C1C=CNC=1N=C2. No catalyst specified. The product is [C:1]1([C@H:13]2[CH2:18][CH2:17][C@H:16](/[CH:19]=[CH:29]/[C:21]#[N:22])[CH2:15][CH2:14]2)[N:2]=[N:3][N:4]2[C:9]=1[C:8]1[CH:10]=[CH:11][NH:12][C:7]=1[N:6]=[CH:5]2. The yield is 0.0700.